Dataset: TCR-epitope binding with 47,182 pairs between 192 epitopes and 23,139 TCRs. Task: Binary Classification. Given a T-cell receptor sequence (or CDR3 region) and an epitope sequence, predict whether binding occurs between them. (1) The epitope is YVLDHLIVV. The TCR CDR3 sequence is CASSDLANEQFF. Result: 1 (the TCR binds to the epitope). (2) The epitope is GLCTLVAML. The TCR CDR3 sequence is CASTGGLAGGRTTQETQYF. Result: 1 (the TCR binds to the epitope). (3) The epitope is LLQTGIHVRVSQPSL. The TCR CDR3 sequence is CASSLAVYNEQFF. Result: 0 (the TCR does not bind to the epitope). (4) The epitope is AYILFTRFFYV. The TCR CDR3 sequence is CASSYSTGGRGEQYF. Result: 0 (the TCR does not bind to the epitope).